From a dataset of NCI-60 drug combinations with 297,098 pairs across 59 cell lines. Regression. Given two drug SMILES strings and cell line genomic features, predict the synergy score measuring deviation from expected non-interaction effect. (1) Drug 1: C1CCC(CC1)NC(=O)N(CCCl)N=O. Drug 2: C1=CN(C=N1)CC(O)(P(=O)(O)O)P(=O)(O)O. Cell line: K-562. Synergy scores: CSS=-2.42, Synergy_ZIP=-10.3, Synergy_Bliss=-24.8, Synergy_Loewe=-28.1, Synergy_HSA=-25.3. (2) Synergy scores: CSS=0.573, Synergy_ZIP=-11.4, Synergy_Bliss=-22.1, Synergy_Loewe=-59.5, Synergy_HSA=-22.5. Drug 2: CCC1(C2=C(COC1=O)C(=O)N3CC4=CC5=C(C=CC(=C5CN(C)C)O)N=C4C3=C2)O.Cl. Cell line: NCI-H460. Drug 1: C1CNP(=O)(OC1)N(CCCl)CCCl. (3) Cell line: IGROV1. Drug 2: CCN(CC)CCCC(C)NC1=C2C=C(C=CC2=NC3=C1C=CC(=C3)Cl)OC. Synergy scores: CSS=32.7, Synergy_ZIP=-0.141, Synergy_Bliss=7.15, Synergy_Loewe=-16.6, Synergy_HSA=6.16. Drug 1: C1=CC(=CC=C1CCC2=CNC3=C2C(=O)NC(=N3)N)C(=O)NC(CCC(=O)O)C(=O)O.